The task is: Predict the reaction yield, written as a fraction of the theoretical maximum amount of product (1.0 means a 100% yield; for example, 0.34 means a 34% yield).. This data is from Reaction yield outcomes from USPTO patents with 853,638 reactions. The reactants are C(O[C:4](=[O:21])[CH2:5][C:6]([CH:8]1[CH2:13][CH2:12][N:11]([C:14]([O:16][C:17]([CH3:20])([CH3:19])[CH3:18])=[O:15])[CH2:10][CH2:9]1)=O)C.[NH:22]1[C:26]2=[N:27][CH:28]=[CH:29][CH:30]=[C:25]2[C:24]([NH2:31])=[N:23]1.P([O-])([O-])([O-])=O.[K+].[K+].[K+].Cl. The catalyst is COCC(O)C.O. The product is [O:21]=[C:4]1[CH:5]=[C:6]([CH:8]2[CH2:9][CH2:10][N:11]([C:14]([O:16][C:17]([CH3:18])([CH3:19])[CH3:20])=[O:15])[CH2:12][CH2:13]2)[N:23]2[N:22]=[C:26]3[N:27]=[CH:28][CH:29]=[CH:30][C:25]3=[C:24]2[NH:31]1. The yield is 0.0400.